This data is from M1 muscarinic receptor antagonist screen with 61,756 compounds. The task is: Binary Classification. Given a drug SMILES string, predict its activity (active/inactive) in a high-throughput screening assay against a specified biological target. (1) The compound is FC(F)(F)C1(NC(=O)c2cccnc2)C2=C(N(C1=O)Cc1occc1)CC(CC2=O)(C)C. The result is 0 (inactive). (2) The result is 0 (inactive). The drug is S(=O)(=O)(N1CCOCC1)c1ccc(CCC(=O)NCCCN2CCCC2=O)cc1.